Dataset: Reaction yield outcomes from USPTO patents with 853,638 reactions. Task: Predict the reaction yield, written as a fraction of the theoretical maximum amount of product (1.0 means a 100% yield; for example, 0.34 means a 34% yield). (1) The reactants are [Cl:1][C:2]1[CH:3]=[C:4]([CH:24]=[CH:25][C:26]=1[S:27][C:28]1[NH:29][CH:30]=[CH:31][N:32]=1)[NH:5][C:6]1[C:15]2[C:10](=[CH:11][CH:12]=[CH:13][C:14]=2[O:16][CH:17]2[CH2:22][CH2:21][N:20]([CH3:23])[CH2:19][CH2:18]2)[N:9]=[CH:8][N:7]=1.C(=O)([O-])[O-].[K+].[K+].Cl[CH2:40][C:41]#[N:42].C1CC2OCCOCCOC3C(OCCOCCOC2CC1)CCCC3. The catalyst is C(#N)C. The product is [Cl:1][C:2]1[CH:3]=[C:4]([CH:24]=[CH:25][C:26]=1[S:27][C:28]1[N:32]([CH2:40][C:41]#[N:42])[CH:31]=[CH:30][N:29]=1)[NH:5][C:6]1[C:15]2[C:10](=[CH:11][CH:12]=[CH:13][C:14]=2[O:16][CH:17]2[CH2:22][CH2:21][N:20]([CH3:23])[CH2:19][CH2:18]2)[N:9]=[CH:8][N:7]=1. The yield is 0.310. (2) The reactants are C(O[B:5]1[O:9][C:8]([CH3:11])([CH3:10])[C:7]([CH3:13])([CH3:12])[O:6]1)(C)C.C([Li])CCC.[F:19][C:20]1[CH:21]=[C:22]([C:27]2([OH:31])[CH2:30][O:29][CH2:28]2)[CH:23]=[C:24]([F:26])[CH:25]=1. No catalyst specified. The product is [F:19][C:20]1[CH:21]=[C:22]([C:27]2([OH:31])[CH2:30][O:29][CH2:28]2)[CH:23]=[C:24]([F:26])[C:25]=1[B:5]1[O:6][C:7]([CH3:12])([CH3:13])[C:8]([CH3:10])([CH3:11])[O:9]1. The yield is 0.790. (3) The reactants are C[O:2][C:3](=O)[C:4]1[C:5](=[CH:10][C:11]([F:15])=[C:12]([I:14])[CH:13]=1)[C:6](OC)=[O:7].[Cl-].[Ca+2].[Cl-].[BH4-].[Na+]. The catalyst is C(O)C. The product is [F:15][C:11]1[C:12]([I:14])=[CH:13][C:4]([CH2:3][OH:2])=[C:5]([CH2:6][OH:7])[CH:10]=1. The yield is 0.980. (4) The reactants are [N:1]1[C:10]2[C:5](=[CH:6][CH:7]=[CH:8][CH:9]=2)[CH:4]=[CH:3][C:2]=1[N:11]1[CH2:14][CH:13]([C:15]2[C:16]([C:21]3[CH2:26][CH2:25][N:24](C(OC(C)(C)C)=O)[CH2:23][CH:22]=3)=[N:17][CH:18]=[CH:19][N:20]=2)[CH2:12]1.C(O)(C(F)(F)F)=O. The catalyst is C(Cl)Cl. The product is [NH:24]1[CH2:23][CH:22]=[C:21]([C:16]2[C:15]([CH:13]3[CH2:12][N:11]([C:2]4[CH:3]=[CH:4][C:5]5[C:10](=[CH:9][CH:8]=[CH:7][CH:6]=5)[N:1]=4)[CH2:14]3)=[N:20][CH:19]=[CH:18][N:17]=2)[CH2:26][CH2:25]1. The yield is 0.990. (5) The yield is 1.00. The product is [N:1]([C:25]([C:23]1[CH:24]=[C:19]([C:17]2[N:16]=[C:15]([CH3:37])[N:14]=[C:13]([N:12]([CH2:11][C:10]3[CH:9]=[CH:8][C:7]([O:6][CH3:5])=[CH:48][CH:47]=3)[CH2:38][C:39]3[CH:44]=[CH:43][C:42]([O:45][CH3:46])=[CH:41][CH:40]=3)[N:18]=2)[C:20]([NH:28][C:29]2[CH:30]=[N:31][C:32]([O:35][CH3:36])=[CH:33][CH:34]=2)=[N:21][CH:22]=1)([CH3:27])[CH3:26])=[N+:2]=[N-:3]. The reactants are [N-:1]=[N+:2]=[N-:3].[Na+].[CH3:5][O:6][C:7]1[CH:48]=[CH:47][C:10]([CH2:11][N:12]([CH2:38][C:39]2[CH:44]=[CH:43][C:42]([O:45][CH3:46])=[CH:41][CH:40]=2)[C:13]2[N:18]=[C:17]([C:19]3[C:20]([NH:28][C:29]4[CH:30]=[N:31][C:32]([O:35][CH3:36])=[CH:33][CH:34]=4)=[N:21][CH:22]=[C:23]([C:25]([CH3:27])=[CH2:26])[CH:24]=3)[N:16]=[C:15]([CH3:37])[N:14]=2)=[CH:9][CH:8]=1.FC(F)(F)C(O)=O.[OH-].[Na+]. The catalyst is C(Cl)(Cl)Cl.